Dataset: Forward reaction prediction with 1.9M reactions from USPTO patents (1976-2016). Task: Predict the product of the given reaction. (1) Given the reactants [C:1]([C:3]1[CH:4]=[C:5]2[C:10](=[N:11][CH:12]=1)[N:9]([CH3:13])[C:8](=[O:14])[C:7]([C:15]([NH:17][CH2:18][C:19]([O:21]C(C)(C)C)=[O:20])=[O:16])=[C:6]2[OH:26])#[CH:2].C(O)(C(F)(F)F)=O, predict the reaction product. The product is: [C:1]([C:3]1[CH:4]=[C:5]2[C:10](=[N:11][CH:12]=1)[N:9]([CH3:13])[C:8](=[O:14])[C:7]([C:15]([NH:17][CH2:18][C:19]([OH:21])=[O:20])=[O:16])=[C:6]2[OH:26])#[CH:2]. (2) Given the reactants [F:1][C:2]1[N:10]=[C:9]2[C:5]([N:6]=[C:7]([CH2:40][C:41]3[C:49]([I:50])=[CH:48][C:44]4[O:45][CH2:46][O:47][C:43]=4[CH:42]=3)[N:8]2[CH2:11][CH2:12][N:13]([CH:37]([CH3:39])[CH3:38])[CH2:14][CH2:15][CH2:16][O:17]C(C2C=CC=CC=2)(C2C=CC=CC=2)C2C=CC=CC=2)=[C:4]([NH2:51])[N:3]=1, predict the reaction product. The product is: [NH2:51][C:4]1[N:3]=[C:2]([F:1])[N:10]=[C:9]2[C:5]=1[N:6]=[C:7]([CH2:40][C:41]1[C:49]([I:50])=[CH:48][C:44]3[O:45][CH2:46][O:47][C:43]=3[CH:42]=1)[N:8]2[CH2:11][CH2:12][N:13]([CH:37]([CH3:39])[CH3:38])[CH2:14][CH2:15][CH2:16][OH:17]. (3) Given the reactants [CH3:1][O:2][C:3]([C:5]1[C:6]([S:21]([CH3:24])(=[O:23])=[O:22])=[CH:7][C:8]2[N:12]3[CH2:13][CH2:14][NH:15][C@H:16]([CH:17]([CH3:19])[CH3:18])[C:11]3=[N:10][C:9]=2[CH:20]=1)=[O:4].Cl[C:26]1[N:31]=[C:30]([C:32]([F:35])([F:34])[F:33])[C:29]([C:36]([OH:39])([CH3:38])[CH3:37])=[CH:28][N:27]=1.CCN(C(C)C)C(C)C, predict the reaction product. The product is: [CH3:1][O:2][C:3]([C:5]1[C:6]([S:21]([CH3:24])(=[O:22])=[O:23])=[CH:7][C:8]2[N:12]3[CH2:13][CH2:14][N:15]([C:26]4[N:31]=[C:30]([C:32]([F:33])([F:34])[F:35])[C:29]([C:36]([OH:39])([CH3:37])[CH3:38])=[CH:28][N:27]=4)[C@H:16]([CH:17]([CH3:19])[CH3:18])[C:11]3=[N:10][C:9]=2[CH:20]=1)=[O:4]. (4) The product is: [OH:25][CH2:26][C:27]([NH:30][S:31]([C:34]1[CH:35]=[N:36][CH:37]=[C:38]([C:13]#[C:12][C:11]2[CH:10]=[N:9][N:8]3[C:3]([CH:2]([F:1])[F:24])=[CH:4][C:5]([C:14]4[CH:19]=[CH:18][C:17]([C:20]([F:23])([F:22])[F:21])=[CH:16][CH:15]=4)=[N:6][C:7]=23)[CH:39]=1)(=[O:33])=[O:32])([CH3:29])[CH3:28]. Given the reactants [F:1][CH:2]([F:24])[C:3]1[N:8]2[N:9]=[CH:10][C:11]([C:12]#[CH:13])=[C:7]2[N:6]=[C:5]([C:14]2[CH:19]=[CH:18][C:17]([C:20]([F:23])([F:22])[F:21])=[CH:16][CH:15]=2)[CH:4]=1.[OH:25][CH2:26][C:27]([NH:30][S:31]([C:34]1[CH:35]=[N:36][CH:37]=[C:38](Br)[CH:39]=1)(=[O:33])=[O:32])([CH3:29])[CH3:28], predict the reaction product. (5) Given the reactants Cl.[C:2]1([CH2:8][CH2:9][C:10]2[N:11]=[C:12]([CH:15]3[CH2:20][CH2:19][NH:18][CH2:17][CH2:16]3)[S:13][CH:14]=2)[CH:7]=[CH:6][CH:5]=[CH:4][CH:3]=1.[Cl:21][C:22]1[CH:27]=[CH:26][C:25]([C:28]([F:31])([F:30])[F:29])=[CH:24][C:23]=1[CH2:32][C:33](O)=[O:34], predict the reaction product. The product is: [Cl:21][C:22]1[CH:27]=[CH:26][C:25]([C:28]([F:30])([F:31])[F:29])=[CH:24][C:23]=1[CH2:32][C:33]([N:18]1[CH2:19][CH2:20][CH:15]([C:12]2[S:13][CH:14]=[C:10]([CH2:9][CH2:8][C:2]3[CH:7]=[CH:6][CH:5]=[CH:4][CH:3]=3)[N:11]=2)[CH2:16][CH2:17]1)=[O:34]. (6) Given the reactants [Cl:1][C:2]1[CH:7]=[C:6]2[NH:8][C:9](=[O:40])[C:10]3([CH:15]([C:16]4[C:17]([O:23][C:24]([C:27]([O:29]C)=[O:28])([CH3:26])[CH3:25])=[N:18][CH:19]=[C:20]([Cl:22])[CH:21]=4)[CH2:14][C:13](=[O:31])[NH:12][CH:11]3[C:32]3[CH:37]=[C:36]([F:38])[CH:35]=[CH:34][C:33]=3[CH3:39])[C:5]2=[CH:4][CH:3]=1.O[Li].O.O.Cl, predict the reaction product. The product is: [Cl:1][C:2]1[CH:7]=[C:6]2[NH:8][C:9](=[O:40])[C:10]3([CH:15]([C:16]4[C:17]([O:23][C:24]([C:27]([OH:29])=[O:28])([CH3:25])[CH3:26])=[N:18][CH:19]=[C:20]([Cl:22])[CH:21]=4)[CH2:14][C:13](=[O:31])[NH:12][CH:11]3[C:32]3[CH:37]=[C:36]([F:38])[CH:35]=[CH:34][C:33]=3[CH3:39])[C:5]2=[CH:4][CH:3]=1. (7) Given the reactants [C:1]1([CH3:7])[CH:6]=[CH:5][CH:4]=[CH:3][CH:2]=1.C([C@@H](N=C=O)C1C=CC(O[C:19]([F:22])([F:21])[F:20])=CC=1)C=C.CCN([CH:32]([CH3:34])[CH3:33])C(C)C.C(O)(=O)CC(CC(O)=O)(C(O)=O)O.C(OC(C1C=CC([O:62][C@H:63]2C(CC)(CC)C(=O)[NH:64]2)=CC=1)=O)C1C=CC=CC=1, predict the reaction product. The product is: [CH2:34]([C@@H:7]([N:64]=[C:63]=[O:62])[C:1]1[CH:6]=[CH:5][C:4]([C:19]([F:22])([F:21])[F:20])=[CH:3][CH:2]=1)[CH:32]=[CH2:33]. (8) Given the reactants [CH2:1]([N:8]1[CH2:13][CH:12]2[CH2:14][CH:9]1[CH2:10][N:11]2[C:15]1[CH:20]=[CH:19][CH:18]=[CH:17][C:16]=1[N+:21]([O-])=O)[C:2]1[CH:7]=[CH:6][CH:5]=[CH:4][CH:3]=1.[NH4+].[Cl-], predict the reaction product. The product is: [CH2:1]([N:8]1[CH2:13][CH:12]2[CH2:14][CH:9]1[CH2:10][N:11]2[C:15]1[CH:20]=[CH:19][CH:18]=[CH:17][C:16]=1[NH2:21])[C:2]1[CH:3]=[CH:4][CH:5]=[CH:6][CH:7]=1.